This data is from Forward reaction prediction with 1.9M reactions from USPTO patents (1976-2016). The task is: Predict the product of the given reaction. (1) The product is: [CH2:25]([NH:21][C:6](=[O:7])[C:5]1[CH:9]=[CH:10][C:2]([CH3:1])=[C:3]([B:11]2[O:15][C:14]([CH3:17])([CH3:16])[C:13]([CH3:19])([CH3:18])[O:12]2)[CH:4]=1)[CH3:24]. Given the reactants [CH3:1][C:2]1[CH:10]=[CH:9][C:5]([C:6](O)=[O:7])=[CH:4][C:3]=1[B:11]1[O:15][C:14]([CH3:17])([CH3:16])[C:13]([CH3:19])([CH3:18])[O:12]1.O[N:21]1[C:25]2N=CC=C[C:24]=2N=N1.C(N)C.O, predict the reaction product. (2) Given the reactants [Cl:1][C:2]1[CH:7]=[C:6]([Cl:8])[CH:5]=[CH:4][C:3]=1[C:9]1[N:10]([C:24]2[CH:29]=[CH:28][C:27]([OH:30])=[CH:26][CH:25]=2)[C:11]([CH3:23])=[C:12]([C:14]([NH:16][N:17]2[CH2:22][CH2:21][CH2:20][CH2:19][CH2:18]2)=[O:15])[N:13]=1.C(N(CC)CC)C.[S:38]1[CH:42]=[CH:41][CH:40]=[C:39]1[S:43](Cl)(=[O:45])=[O:44].O, predict the reaction product. The product is: [S:38]1[CH:42]=[CH:41][CH:40]=[C:39]1[S:43]([O:30][C:27]1[CH:26]=[CH:25][C:24]([N:10]2[C:11]([CH3:23])=[C:12]([C:14]([NH:16][N:17]3[CH2:22][CH2:21][CH2:20][CH2:19][CH2:18]3)=[O:15])[N:13]=[C:9]2[C:3]2[CH:4]=[CH:5][C:6]([Cl:8])=[CH:7][C:2]=2[Cl:1])=[CH:29][CH:28]=1)(=[O:45])=[O:44]. (3) Given the reactants [Si:1]([O:18][CH2:19][C@@H:20]([C@H:22]1[O:26][N:25]=[C:24]([C:27]#[CH:28])[CH2:23]1)[OH:21])([C:14]([CH3:17])([CH3:16])[CH3:15])([C:8]1[CH:13]=[CH:12][CH:11]=[CH:10][CH:9]=1)[C:2]1[CH:7]=[CH:6][CH:5]=[CH:4][CH:3]=1.[N:29]1[CH:34]=[CH:33][CH:32]=[CH:31][C:30]=1[C:35](O)=[O:36].C1(P(C2C=CC=CC=2)C2C=CC=CC=2)C=CC=CC=1.N(C(OC(C)(C)C)=O)=NC(OC(C)(C)C)=O.C([O-])(O)=O.[Na+], predict the reaction product. The product is: [N:29]1[CH:34]=[CH:33][CH:32]=[CH:31][C:30]=1[C:35]([O:21][C@@H:20]([C@H:22]1[O:26][N:25]=[C:24]([C:27]#[CH:28])[CH2:23]1)[CH2:19][O:18][Si:1]([C:14]([CH3:17])([CH3:16])[CH3:15])([C:8]1[CH:13]=[CH:12][CH:11]=[CH:10][CH:9]=1)[C:2]1[CH:7]=[CH:6][CH:5]=[CH:4][CH:3]=1)=[O:36]. (4) Given the reactants [CH2:1]([O:8][C:9]([N:11]1[CH2:16][CH2:15][CH:14]([C@H:17]2[CH2:19][C@H:18]2[CH2:20][CH2:21][O:22][C:23]2[C:28]([F:29])=[CH:27][C:26]([CH2:30][C:31](O)=[O:32])=[C:25]([F:34])[CH:24]=2)[CH2:13][CH2:12]1)=[O:10])[C:2]1[CH:7]=[CH:6][CH:5]=[CH:4][CH:3]=1.[CH3:35][NH:36][CH3:37].C1COCC1.C(N(CC)C(C)C)(C)C.F[P-](F)(F)(F)(F)F.N1(OC(N(C)C)=[N+](C)C)C2N=CC=CC=2N=N1, predict the reaction product. The product is: [CH3:35][N:36]([CH3:37])[C:31](=[O:32])[CH2:30][C:26]1[C:25]([F:34])=[CH:24][C:23]([O:22][CH2:21][CH2:20][C@@H:18]2[CH2:19][C@@H:17]2[CH:14]2[CH2:15][CH2:16][N:11]([C:9]([O:8][CH2:1][C:2]3[CH:7]=[CH:6][CH:5]=[CH:4][CH:3]=3)=[O:10])[CH2:12][CH2:13]2)=[C:28]([F:29])[CH:27]=1. (5) Given the reactants [C:1]1(B(O)O)[CH:6]=[CH:5][CH:4]=[CH:3][CH:2]=1.Br[C:11]1[CH:16]=[C:15]([CH3:17])[C:14](Br)=[CH:13][N:12]=1.O.[O-]P([O-])([O-])=O.[K+].[K+].[K+].[C:28]1(C)[CH:33]=[CH:32][CH:31]=[CH:30][CH:29]=1, predict the reaction product. The product is: [C:1]1([C:11]2[CH:16]=[C:15]([CH3:17])[C:14]([C:28]3[CH:33]=[CH:32][CH:31]=[CH:30][CH:29]=3)=[CH:13][N:12]=2)[CH:6]=[CH:5][CH:4]=[CH:3][CH:2]=1.